From a dataset of NCI-60 drug combinations with 297,098 pairs across 59 cell lines. Regression. Given two drug SMILES strings and cell line genomic features, predict the synergy score measuring deviation from expected non-interaction effect. (1) Drug 1: C1CC(=O)NC(=O)C1N2CC3=C(C2=O)C=CC=C3N. Drug 2: C1=NC2=C(N1)C(=S)N=C(N2)N. Cell line: SF-268. Synergy scores: CSS=31.4, Synergy_ZIP=-5.05, Synergy_Bliss=-3.68, Synergy_Loewe=-18.8, Synergy_HSA=-1.17. (2) Drug 1: CN1C2=C(C=C(C=C2)N(CCCl)CCCl)N=C1CCCC(=O)O.Cl. Drug 2: C1CN(CCN1C(=O)CCBr)C(=O)CCBr. Cell line: UACC-257. Synergy scores: CSS=16.7, Synergy_ZIP=-3.95, Synergy_Bliss=1.15, Synergy_Loewe=-3.72, Synergy_HSA=0.338. (3) Drug 1: CC1OCC2C(O1)C(C(C(O2)OC3C4COC(=O)C4C(C5=CC6=C(C=C35)OCO6)C7=CC(=C(C(=C7)OC)O)OC)O)O. Drug 2: C1C(C(OC1N2C=C(C(=O)NC2=O)F)CO)O. Cell line: MCF7. Synergy scores: CSS=42.4, Synergy_ZIP=-1.60, Synergy_Bliss=-1.29, Synergy_Loewe=6.13, Synergy_HSA=7.34. (4) Drug 1: CC1CCC2CC(C(=CC=CC=CC(CC(C(=O)C(C(C(=CC(C(=O)CC(OC(=O)C3CCCCN3C(=O)C(=O)C1(O2)O)C(C)CC4CCC(C(C4)OC)O)C)C)O)OC)C)C)C)OC. Drug 2: C1=CN(C=N1)CC(O)(P(=O)(O)O)P(=O)(O)O. Cell line: SK-MEL-2. Synergy scores: CSS=2.13, Synergy_ZIP=-0.447, Synergy_Bliss=4.67, Synergy_Loewe=-12.7, Synergy_HSA=-0.779. (5) Drug 1: C1=NC2=C(N1)C(=S)N=CN2. Drug 2: COC1=C2C(=CC3=C1OC=C3)C=CC(=O)O2. Cell line: NCI-H522. Synergy scores: CSS=51.4, Synergy_ZIP=-1.31, Synergy_Bliss=-1.39, Synergy_Loewe=-14.4, Synergy_HSA=-0.447. (6) Drug 1: CC1C(C(CC(O1)OC2CC(CC3=C2C(=C4C(=C3O)C(=O)C5=C(C4=O)C(=CC=C5)OC)O)(C(=O)C)O)N)O.Cl. Drug 2: CCC1(CC2CC(C3=C(CCN(C2)C1)C4=CC=CC=C4N3)(C5=C(C=C6C(=C5)C78CCN9C7C(C=CC9)(C(C(C8N6C=O)(C(=O)OC)O)OC(=O)C)CC)OC)C(=O)OC)O.OS(=O)(=O)O. Cell line: LOX IMVI. Synergy scores: CSS=21.6, Synergy_ZIP=-4.80, Synergy_Bliss=0.181, Synergy_Loewe=-4.08, Synergy_HSA=3.42. (7) Drug 1: CS(=O)(=O)CCNCC1=CC=C(O1)C2=CC3=C(C=C2)N=CN=C3NC4=CC(=C(C=C4)OCC5=CC(=CC=C5)F)Cl. Drug 2: C1=NNC2=C1C(=O)NC=N2. Cell line: OVCAR-5. Synergy scores: CSS=17.5, Synergy_ZIP=-5.59, Synergy_Bliss=-3.49, Synergy_Loewe=-0.839, Synergy_HSA=0.508.